This data is from Full USPTO retrosynthesis dataset with 1.9M reactions from patents (1976-2016). The task is: Predict the reactants needed to synthesize the given product. (1) Given the product [CH3:23][N:18]([CH3:19])[C:14]1[CH:10]=[CH:9][C:17]([NH:12][C:41]2[N:40]=[C:39]([C:38]3[CH:37]=[N:36][N:34]4[C:33]=3[CH:32]=[CH:31][C:30]([N:49]3[CH2:54][CH2:53][O:52][CH2:51][CH2:50]3)=[N:35]4)[CH:44]=[CH:43][N:42]=2)=[CH:16][CH:15]=1, predict the reactants needed to synthesize it. The reactants are: CSC1N=C([C:9]2[CH:10]=N[N:12]3[C:17]=2[CH:16]=[CH:15][C:14]([N:18]2[CH2:23]COC[CH2:19]2)=N3)C=CN=1.FC(F)(F)S(O[C:30]1[CH:31]=[CH:32][C:33]2[N:34]([N:36]=[CH:37][C:38]=2[C:39]2[CH:44]=[CH:43][N:42]=[C:41](SC)[N:40]=2)[N:35]=1)(=O)=O.[NH:49]1[CH2:54][CH2:53][O:52][CH2:51][CH2:50]1.O. (2) Given the product [ClH:24].[NH2:1][C:2]1[N:7]=[CH:6][C:5](/[CH:8]=[CH:9]/[C:10]([OH:12])=[O:11])=[CH:4][CH:3]=1, predict the reactants needed to synthesize it. The reactants are: [NH2:1][C:2]1[N:7]=[CH:6][C:5](/[CH:8]=[CH:9]/[C:10]([O:12]C(C)(C)C)=[O:11])=[CH:4][CH:3]=1.FC(F)(F)C(O)=O.[ClH:24]. (3) Given the product [F:54][C:53]([F:56])([F:55])[C:51]([OH:57])=[O:52].[CH3:1][O:2][C:3](=[O:45])[CH2:4][NH:5][C:6](=[O:44])[C@H:7]([CH2:39][O:40][CH2:41][CH:42]=[CH2:43])[NH:8][C:9](=[O:38])[C@H:10]([CH:35]([CH3:36])[CH3:37])[NH:11][C:12](=[O:34])[C@H:13]([CH:31]([CH3:33])[CH3:32])[NH:14][C:15](=[O:30])[C@H:16]([CH2:25][O:26][CH2:27][CH:28]=[CH2:29])[NH2:17], predict the reactants needed to synthesize it. The reactants are: [CH3:1][O:2][C:3](=[O:45])[CH2:4][NH:5][C:6](=[O:44])[C@H:7]([CH2:39][O:40][CH2:41][CH:42]=[CH2:43])[NH:8][C:9](=[O:38])[C@H:10]([CH:35]([CH3:37])[CH3:36])[NH:11][C:12](=[O:34])[C@H:13]([CH:31]([CH3:33])[CH3:32])[NH:14][C:15](=[O:30])[C@H:16]([CH2:25][O:26][CH2:27][CH:28]=[CH2:29])[NH:17]C(OC(C)(C)C)=O.CCOCC.[C:51]([OH:57])([C:53]([F:56])([F:55])[F:54])=[O:52]. (4) Given the product [Cl:25][C:5]1[C:6]([CH:8]([S:17][C:18]2[CH:23]=[CH:22][C:21]([Cl:24])=[CH:20][CH:19]=2)[C:9]2[CH:14]=[C:13]([F:15])[CH:12]=[CH:11][C:10]=2[F:16])=[CH:7][C:2]([NH:34][CH2:33][CH2:32][CH2:31][N:26]2[CH:30]=[CH:29][N:28]=[CH:27]2)=[N:3][CH:4]=1, predict the reactants needed to synthesize it. The reactants are: Cl[C:2]1[CH:7]=[C:6]([CH:8]([S:17][C:18]2[CH:23]=[CH:22][C:21]([Cl:24])=[CH:20][CH:19]=2)[C:9]2[CH:14]=[C:13]([F:15])[CH:12]=[CH:11][C:10]=2[F:16])[C:5]([Cl:25])=[CH:4][N:3]=1.[N:26]1([CH2:31][CH2:32][CH2:33][NH2:34])[CH:30]=[CH:29][N:28]=[CH:27]1. (5) Given the product [CH3:3][CH:2]([O:4][C:5]1[C:13]2[CH2:12][N:11]([C:14]3[CH:19]=[CH:18][C:17]([CH2:20][C:21]([OH:23])=[O:22])=[CH:16][C:15]=3[Cl:26])[C:10](=[O:27])[C:9]=2[C:8]([O:28][CH:29]([CH3:30])[CH3:31])=[C:7]2[CH:32]=[CH:33][CH:34]=[CH:35][C:6]=12)[CH3:1], predict the reactants needed to synthesize it. The reactants are: [CH3:1][CH:2]([O:4][C:5]1[C:13]2[CH2:12][N:11]([C:14]3[CH:19]=[CH:18][C:17]([CH2:20][C:21]([O:23]CC)=[O:22])=[CH:16][C:15]=3[Cl:26])[C:10](=[O:27])[C:9]=2[C:8]([O:28][CH:29]([CH3:31])[CH3:30])=[C:7]2[CH:32]=[CH:33][CH:34]=[CH:35][C:6]=12)[CH3:3].[OH-].[Na+].